This data is from Forward reaction prediction with 1.9M reactions from USPTO patents (1976-2016). The task is: Predict the product of the given reaction. (1) Given the reactants Br[C:2]1[S:6][C:5]([C:7]([NH:9][CH2:10][CH2:11][C:12]2[CH:17]=[CH:16][CH:15]=[CH:14][CH:13]=2)=[O:8])=[CH:4][CH:3]=1.COCCOC.[N:24]1[CH:29]=[CH:28][C:27](B(O)O)=[CH:26][CH:25]=1.C(=O)([O-])[O-].[Na+].[Na+], predict the reaction product. The product is: [C:12]1([CH2:11][CH2:10][NH:9][C:7]([C:5]2[S:6][C:2]([C:27]3[CH:28]=[CH:29][N:24]=[CH:25][CH:26]=3)=[CH:3][CH:4]=2)=[O:8])[CH:17]=[CH:16][CH:15]=[CH:14][CH:13]=1. (2) Given the reactants [CH2:1]([C:4]1[C:12]([O:13][CH3:14])=[CH:11][C:10]([CH3:15])=[C:9]2[C:5]=1[CH:6]=[CH:7][NH:8]2)[CH:2]=[CH2:3].[CH3:16][C:17]([O:20][C:21](O[C:21]([O:20][C:17]([CH3:19])([CH3:18])[CH3:16])=[O:22])=[O:22])([CH3:19])[CH3:18], predict the reaction product. The product is: [CH2:1]([C:4]1[C:12]([O:13][CH3:14])=[CH:11][C:10]([CH3:15])=[C:9]2[C:5]=1[CH:6]=[CH:7][N:8]2[C:21]([O:20][C:17]([CH3:19])([CH3:18])[CH3:16])=[O:22])[CH:2]=[CH2:3]. (3) The product is: [CH3:48][C:38]1([CH3:49])[C:39]2[CH:40]=[C:41]([NH:33][C:9]3[CH:10]=[CH:11][C:12]([C:14]4[CH:15]=[CH:16][C:17]5[N:18]([C:27]6[CH:28]=[CH:29][CH:30]=[CH:31][CH:32]=6)[C:19]6[C:24]([C:25]=5[CH:26]=4)=[CH:23][CH:22]=[CH:21][CH:20]=6)=[CH:13][C:8]=3[CH3:7])[CH:42]=[CH:43][C:44]=2[C:45]2[C:37]1=[CH:36][CH:35]=[CH:47][CH:46]=2. Given the reactants CC(C)([O-])C.[Na+].[CH3:7][C:8]1[CH:13]=[C:12]([C:14]2[CH:15]=[CH:16][C:17]3[N:18]([C:27]4[CH:32]=[CH:31][CH:30]=[CH:29][CH:28]=4)[C:19]4[C:24]([C:25]=3[CH:26]=2)=[CH:23][CH:22]=[CH:21][CH:20]=4)[CH:11]=[CH:10][C:9]=1[NH2:33].Br[C:35]1[CH:47]=[CH:46][C:45]2[C:44]3[C:39](=[CH:40][CH:41]=[CH:42][CH:43]=3)[C:38]([CH3:49])([CH3:48])[C:37]=2[CH:36]=1, predict the reaction product. (4) Given the reactants [CH2:1]([N:8]1[CH2:13][CH2:12][C:11]2([CH3:17])[CH2:14][CH2:15][NH:16][CH:10]2[C:9]1=[O:18])[C:2]1[CH:7]=[CH:6][CH:5]=[CH:4][CH:3]=1.C(N1[C@@H]2C(=O)N(CC3C=CC=CC=3)CC[C@]2(C)CC1)C1C=CC=CC=1.C1CCCCC=1, predict the reaction product. The product is: [CH2:1]([N:8]1[CH2:13][CH2:12][C@:11]2([CH3:17])[CH2:14][CH2:15][NH:16][C@@H:10]2[C:9]1=[O:18])[C:2]1[CH:3]=[CH:4][CH:5]=[CH:6][CH:7]=1.